From a dataset of Catalyst prediction with 721,799 reactions and 888 catalyst types from USPTO. Predict which catalyst facilitates the given reaction. (1) Reactant: [Cl:1][C:2]1[CH:3]=[C:4]([CH:8]=[CH:9][C:10]=1[O:11][CH:12]([CH3:14])[CH3:13])[C:5](O)=[O:6].C(Cl)(=O)C([Cl:18])=O. Product: [Cl:1][C:2]1[CH:3]=[C:4]([CH:8]=[CH:9][C:10]=1[O:11][CH:12]([CH3:14])[CH3:13])[C:5]([Cl:18])=[O:6]. The catalyst class is: 174. (2) Reactant: [CH3:1][O:2][C:3]1[N:11]=[CH:10][CH:9]=[CH:8][C:4]=1[C:5](O)=[O:6].CO. Product: [CH3:1][O:2][C:3]1[C:4]([CH2:5][OH:6])=[CH:8][CH:9]=[CH:10][N:11]=1. The catalyst class is: 7. (3) Reactant: [CH3:1][C:2]1([CH3:14])[C:6]([CH3:8])([CH3:7])[O:5][B:4]([C:9]2[CH:10]=[N:11][NH:12][CH:13]=2)[O:3]1.[CH3:15][S:16]([CH:19]=[CH2:20])(=[O:18])=[O:17].C1CCN2C(=NCCC2)CC1. Product: [CH3:15][S:16]([CH2:19][CH2:20][N:12]1[CH:13]=[C:9]([B:4]2[O:5][C:6]([CH3:7])([CH3:8])[C:2]([CH3:14])([CH3:1])[O:3]2)[CH:10]=[N:11]1)(=[O:18])=[O:17]. The catalyst class is: 10. (4) Reactant: [NH2:1][C:2]1[CH:3]=[C:4]([CH2:8]O)[CH:5]=[CH:6][CH:7]=1.[Cl-:10].[Li+].N1C(C)=CC=CC=1C.[CH3:20][S:21](Cl)(=[O:23])=[O:22]. Product: [Cl:10][CH2:8][C:4]1[CH:3]=[C:2]([NH:1][S:21]([CH3:20])(=[O:23])=[O:22])[CH:7]=[CH:6][CH:5]=1. The catalyst class is: 18. (5) Reactant: Cl.[NH2:2][OH:3].[OH-].[K+].S=[C:7]1[CH2:13][CH2:12][N:11]([C:14]([O:16][C:17]([CH3:20])([CH3:19])[CH3:18])=[O:15])[CH2:10][CH2:9][NH:8]1.C(OCC)C. Product: [OH:3][N:2]=[C:7]1[CH2:13][CH2:12][N:11]([C:14]([O:16][C:17]([CH3:20])([CH3:19])[CH3:18])=[O:15])[CH2:10][CH2:9][NH:8]1. The catalyst class is: 5.